From a dataset of Forward reaction prediction with 1.9M reactions from USPTO patents (1976-2016). Predict the product of the given reaction. (1) Given the reactants [Na+].[C:2]([O:6][C@@H:7]([C:12]1[C:13]([CH3:32])=[CH:14][C:15]2[N:16]([CH:26]=[C:27]([C:29]([O-])=[O:30])[N:28]=2)[C:17]=1[N:18]1[CH2:23][CH2:22][C:21]([CH3:25])([CH3:24])[CH2:20][CH2:19]1)[C:8]([O:10]C)=[O:9])([CH3:5])([CH3:4])[CH3:3].C(Cl)(=O)C(Cl)=O.O/[N:40]=[C:41](\[NH2:49])/[CH2:42][C:43]1[CH:48]=[CH:47][CH:46]=[CH:45][CH:44]=1.CCN(C(C)C)C(C)C.[Li+].[OH-], predict the reaction product. The product is: [CH2:42]([C:41]1[N:49]=[C:29]([C:27]2[N:28]=[C:15]3[CH:14]=[C:13]([CH3:32])[C:12]([C@H:7]([O:6][C:2]([CH3:3])([CH3:5])[CH3:4])[C:8]([OH:10])=[O:9])=[C:17]([N:18]4[CH2:19][CH2:20][C:21]([CH3:24])([CH3:25])[CH2:22][CH2:23]4)[N:16]3[CH:26]=2)[O:30][N:40]=1)[C:43]1[CH:48]=[CH:47][CH:46]=[CH:45][CH:44]=1. (2) Given the reactants [F:1][C:2]1[CH:7]=[CH:6][C:5]([CH2:8][C:9]2[CH:18]=[C:17]3[C:12]([C:13]([OH:26])=[C:14]([C:21](OCC)=[O:22])[C:15](=[O:20])[N:16]3[CH3:19])=[N:11][CH:10]=2)=[CH:4][CH:3]=1.[NH2:27][CH2:28][CH:29]([OH:32])[CH2:30][OH:31], predict the reaction product. The product is: [OH:32][CH:29]([CH2:30][OH:31])[CH2:28][NH:27][C:21]([C:14]1[C:15](=[O:20])[N:16]([CH3:19])[C:17]2[C:12]([C:13]=1[OH:26])=[N:11][CH:10]=[C:9]([CH2:8][C:5]1[CH:4]=[CH:3][C:2]([F:1])=[CH:7][CH:6]=1)[CH:18]=2)=[O:22]. (3) Given the reactants [Cl:1][C:2]1[CH:3]=[C:4]([CH2:9][CH2:10][CH2:11][CH:12]([NH2:14])[CH3:13])[CH:5]=[CH:6][C:7]=1[Cl:8].C(=O)([O-])[O-].[Na+].[Na+].Cl[C:22]([O:24][CH2:25][C:26]1[CH:31]=[CH:30][CH:29]=[CH:28][CH:27]=1)=[O:23], predict the reaction product. The product is: [Cl:1][C:2]1[CH:3]=[C:4]([CH2:9][CH2:10][CH2:11][CH:12]([NH:14][C:22](=[O:23])[O:24][CH2:25][C:26]2[CH:31]=[CH:30][CH:29]=[CH:28][CH:27]=2)[CH3:13])[CH:5]=[CH:6][C:7]=1[Cl:8].